This data is from Forward reaction prediction with 1.9M reactions from USPTO patents (1976-2016). The task is: Predict the product of the given reaction. (1) Given the reactants [CH2:1]([O:8][C:9]([N:11]1[CH2:16][CH:15]=[C:14](OS(C(F)(F)F)(=O)=O)[CH2:13][CH2:12]1)=[O:10])[C:2]1[CH:7]=[CH:6][CH:5]=[CH:4][CH:3]=1.C(OC(N1CCC(=O)CC1)=O)C1C=CC=CC=1.Cl[C:43]1[C:52]2[C:47](=[CH:48][CH:49]=[CH:50][CH:51]=2)[N:46]=[CH:45][N:44]=1.[Cl-].[Li+], predict the reaction product. The product is: [CH2:1]([O:8][C:9]([N:11]1[CH2:16][CH:15]=[C:14]([C:43]2[C:52]3[C:47](=[CH:48][CH:49]=[CH:50][CH:51]=3)[N:46]=[CH:45][N:44]=2)[CH2:13][CH2:12]1)=[O:10])[C:2]1[CH:7]=[CH:6][CH:5]=[CH:4][CH:3]=1. (2) Given the reactants [Cl:1][C:2]1[O:3][C:4]2[CH:10]=[CH:9][C:8]([CH:11]3OCCO3)=[CH:7][C:5]=2[CH:6]=1.[S:16]1[CH2:20][C:19](=[O:21])[NH:18][C:17]1=[O:22], predict the reaction product. The product is: [Cl:1][C:2]1[O:3][C:4]2[CH:10]=[CH:9][C:8]([CH:11]=[C:20]3[S:16][C:17](=[O:22])[NH:18][C:19]3=[O:21])=[CH:7][C:5]=2[CH:6]=1. (3) The product is: [CH3:1][O:2][C:3]([C:5]1[N:6]([CH2:23][C:24]2[CH:25]=[CH:26][C:27]3[O:31][CH2:30][CH2:29][C:28]=3[CH:32]=2)[C:7](=[O:22])[C:8]2[C:13]([C:14]=1[C:15]1[CH:20]=[CH:19][CH:18]=[CH:17][CH:16]=1)=[CH:12][CH:11]=[CH:10][CH:9]=2)=[O:4]. Given the reactants [CH3:1][O:2][C:3]([C:5]1[N:6]([CH2:23][C:24]2[CH:25]=[CH:26][C:27]3[O:31][CH2:30][CH2:29][C:28]=3[CH:32]=2)[C:7](=[O:22])[C:8]2[C:13]([C:14]=1[C:15]1[CH:20]=[CH:19][CH:18]=[CH:17][CH:16]=1)=[CH:12][C:11](Br)=[CH:10][CH:9]=2)=[O:4].CO.[H][H], predict the reaction product. (4) Given the reactants [N:1]1[CH:6]=[CH:5][N:4]=[C:3]2[C:7]([O:9][C:10](=[O:11])[C:2]=12)=O.O.[NH2:13][NH2:14].C(O)(=O)C, predict the reaction product. The product is: [N:1]1[C:2]2[C:10](=[O:11])[NH:13][NH:14][C:7](=[O:9])[C:3]=2[N:4]=[CH:5][CH:6]=1.